From a dataset of M1 muscarinic receptor antagonist screen with 61,756 compounds. Binary Classification. Given a drug SMILES string, predict its activity (active/inactive) in a high-throughput screening assay against a specified biological target. (1) The compound is O(CCCn1c2c([nH]c1=O)cccc2)c1ccccc1. The result is 0 (inactive). (2) The molecule is s1c2c(CCN(C2)C)c2c1n1c(n(c2=O)c2ccccc2)nnc1SCc1ccc(F)cc1. The result is 0 (inactive). (3) The molecule is S(=O)(=O)(N(CC)CC)c1cc(ccc1)c1oc(nn1)C(=O)c1ccc(cc1)C(F)(F)F. The result is 0 (inactive). (4) The result is 0 (inactive). The molecule is S1C(=O)C(/N(CC)C1=S)=c1\cc(n(c(c1)C)CCOC)C. (5) The drug is O(c1c(C(N(CC=C)C(=O)Cn2nnc3c2cccc3)C(=O)NCCOC)ccc(OC)c1)C. The result is 0 (inactive). (6) The drug is O=C(Nc1nn(nn1)C)CC(C)C. The result is 0 (inactive). (7) The compound is Fc1c(N2CCN(CC2)CC(=O)Nc2cc(OC)cc(OC)c2)cccc1. The result is 0 (inactive). (8) The compound is S(c1n(CCCCCC)c2c(n(c(=O)[nH]c2=O)C)n1)CC(=O)c1ccccc1. The result is 0 (inactive). (9) The molecule is s1c(c(cc1C(=O)NC)C)c1ccccc1. The result is 0 (inactive). (10) The compound is s1c(c2nn(nn2)CCC(O)=O)ccc1. The result is 0 (inactive).